The task is: Predict the reactants needed to synthesize the given product.. This data is from Full USPTO retrosynthesis dataset with 1.9M reactions from patents (1976-2016). (1) Given the product [C:8]1([S:14]([NH:17][CH:18]([C:25]2[CH:30]=[CH:29][CH:28]=[C:27]([NH:31][S:32]([C:35]3[CH:40]=[CH:39][CH:38]=[C:37]([NH:41][C:42]([NH2:51])=[NH:43])[CH:36]=3)(=[O:34])=[O:33])[CH:26]=2)[CH2:19][C:20]([O:22][CH2:23][CH3:24])=[O:21])(=[O:15])=[O:16])[CH:9]=[CH:10][CH:11]=[CH:12][CH:13]=1, predict the reactants needed to synthesize it. The reactants are: FC(F)(F)C(O)=O.[C:8]1([S:14]([NH:17][CH:18]([C:25]2[CH:30]=[CH:29][CH:28]=[C:27]([NH:31][S:32]([C:35]3[CH:40]=[CH:39][CH:38]=[C:37]([N:41](C(OC(C)(C)C)=O)[C:42]([NH2:51])=[N:43]C(OC(C)(C)C)=O)[CH:36]=3)(=[O:34])=[O:33])[CH:26]=2)[CH2:19][C:20]([O:22][CH2:23][CH3:24])=[O:21])(=[O:16])=[O:15])[CH:13]=[CH:12][CH:11]=[CH:10][CH:9]=1. (2) Given the product [O:11]=[C:9]([CH:29]1[C:30](=[O:33])[CH2:31][CH2:32][O:27][CH2:28]1)[CH2:8][CH2:7][N:3]1[CH2:4][CH2:5][CH2:6][C:2]1=[O:1], predict the reactants needed to synthesize it. The reactants are: [O:1]=[C:2]1[CH2:6][CH2:5][CH2:4][N:3]1[CH2:7][CH2:8][C:9]([OH:11])=O.S(Cl)(Cl)=O.O=C1CCCN1CCC(Cl)=O.[O:27]1[CH2:32][CH2:31][C:30](=[O:33])[CH2:29][CH2:28]1. (3) The reactants are: [C:1]1(=O)[CH2:7][CH2:6][CH2:5][CH2:4][CH2:3][C:2]1=O.COP([CH2:16][C:17]([C:19]1[CH:24]=[CH:23][C:22]([Cl:25])=[CH:21][C:20]=1[CH3:26])=O)(=O)OC.O.[NH2:28][NH2:29]. Given the product [Cl:25][C:22]1[CH:23]=[CH:24][C:19]([C:17]2[N:29]=[N:28][C:2]3[CH2:3][CH2:4][CH2:5][CH2:6][CH2:7][C:1]=3[CH:16]=2)=[C:20]([CH3:26])[CH:21]=1, predict the reactants needed to synthesize it. (4) Given the product [CH2:1]([C:4]1[C:12]([N:13]([CH2:20][CH3:21])[CH:14]2[CH2:19][CH2:18][O:17][CH2:16][CH2:15]2)=[CH:11][CH:10]=[CH:9][C:5]=1[C:6]([NH:31][CH2:30][C:29]1[C:24]([O:23][CH3:22])=[N:25][C:26]([CH3:37])=[CH:27][C:28]=1[CH2:32][CH2:33][CH2:34][CH:35]=[CH2:36])=[O:8])[CH:2]=[CH2:3], predict the reactants needed to synthesize it. The reactants are: [CH2:1]([C:4]1[C:12]([N:13]([CH2:20][CH3:21])[CH:14]2[CH2:19][CH2:18][O:17][CH2:16][CH2:15]2)=[CH:11][CH:10]=[CH:9][C:5]=1[C:6]([OH:8])=O)[CH:2]=[CH2:3].[CH3:22][O:23][C:24]1[C:29]([CH2:30][NH2:31])=[C:28]([CH2:32][CH2:33][CH2:34][CH:35]=[CH2:36])[CH:27]=[C:26]([CH3:37])[N:25]=1.C(Cl)CCl.C1C=NC2N(O)N=NC=2C=1.CN1CCOCC1. (5) The reactants are: [Cl:1][C:2]1[CH:3]=[C:4]2[C:8](=[C:9]([CH2:11]O)[CH:10]=1)[N:7]([CH2:13][CH:14]([CH3:16])[CH3:15])[N:6]=[CH:5]2.[NH2:17][C:18]1[C:26]2[C:21](=[CH:22][CH:23]=[C:24]([C:27]([O:29][CH3:30])=[O:28])[CH:25]=2)[NH:20][N:19]=1.N(C(OC(C)(C)C)=O)=NC(OC(C)(C)C)=O.C1(P(C2C=CC=CC=2)C2C=CC=CC=2)C=CC=CC=1. Given the product [NH2:17][C:18]1[C:26]2[C:21](=[CH:22][CH:23]=[C:24]([C:27]([O:29][CH3:30])=[O:28])[CH:25]=2)[N:20]([CH2:11][C:9]2[CH:10]=[C:2]([Cl:1])[CH:3]=[C:4]3[C:8]=2[N:7]([CH2:13][CH:14]([CH3:16])[CH3:15])[N:6]=[CH:5]3)[N:19]=1, predict the reactants needed to synthesize it. (6) Given the product [O:13]1[CH2:14][CH2:15][N:10]([CH2:5][C:4]2[CH:3]=[C:2]([OH:1])[CH:9]=[CH:8][CH:7]=2)[CH2:11][CH2:12]1, predict the reactants needed to synthesize it. The reactants are: [OH:1][C:2]1[CH:3]=[C:4]([CH:7]=[CH:8][CH:9]=1)[CH:5]=O.[NH:10]1[CH2:15][CH2:14][O:13][CH2:12][CH2:11]1.[BH4-].[Na+]. (7) The reactants are: [OH:1][C:2]1[CH:7]=[CH:6][C:5]([C:8]2[N:13]=[C:12]([NH:14][C:15]3[CH:23]=[CH:22][C:18]([C:19](O)=[O:20])=[CH:17][C:16]=3[O:24][CH3:25])[CH:11]=[N:10][CH:9]=2)=[CH:4][CH:3]=1.[CH2:26]([N:28]([CH2:31]C)[CH2:29]C)[CH3:27].C[N:34](C(ON1N=NC2C=CC=CC1=2)=[N+](C)C)C.[B-](F)(F)(F)F. Given the product [CH3:29][N:28]([CH3:31])[CH2:26][CH2:27][NH:34][C:19](=[O:20])[C:18]1[CH:22]=[CH:23][C:15]([NH:14][C:12]2[CH:11]=[N:10][CH:9]=[C:8]([C:5]3[CH:4]=[CH:3][C:2]([OH:1])=[CH:7][CH:6]=3)[N:13]=2)=[C:16]([O:24][CH3:25])[CH:17]=1, predict the reactants needed to synthesize it. (8) The reactants are: C(O)(=O)C1C=CC=CC=1.[C:10]1(=[O:20])[O:15][C:13](=O)[C:12]2=[CH:16][CH:17]=[CH:18][CH:19]=[C:11]12.[N:21]1[C:31]2[C:26](=[CH:27][CH:28]=[CH:29][CH:30]=2)[CH:25]=[CH:24][C:22]=1[CH3:23].[OH-].[Na+].[OH-].[K+]. Given the product [CH:28]1[CH:27]=[C:26]2[CH:25]=[CH:24][C:22]([CH:23]3[C:10](=[O:20])[C:11]4[C:12](=[CH:16][CH:17]=[CH:18][CH:19]=4)[C:13]3=[O:15])=[N:21][C:31]2=[CH:30][CH:29]=1, predict the reactants needed to synthesize it. (9) Given the product [C:1]([O:5][C:6]([N:8]1[CH2:13][C@H:12]([CH2:14][N:15]2[CH2:19][CH2:18][O:17][C:16]2=[O:20])[N:11]([CH2:21][C:22]([OH:24])=[O:23])[CH2:10][C@H:9]1[CH3:32])=[O:7])([CH3:4])([CH3:2])[CH3:3], predict the reactants needed to synthesize it. The reactants are: [C:1]([O:5][C:6]([N:8]1[CH2:13][C@H:12]([CH2:14][N:15]2[CH2:19][CH2:18][O:17][C:16]2=[O:20])[N:11]([CH2:21][C:22]([O:24]CC2C=CC=CC=2)=[O:23])[CH2:10][C@H:9]1[CH3:32])=[O:7])([CH3:4])([CH3:3])[CH3:2].